This data is from Forward reaction prediction with 1.9M reactions from USPTO patents (1976-2016). The task is: Predict the product of the given reaction. (1) Given the reactants [ClH:1].Br[C:3]1[CH:12]=[CH:11][C:10]([O:13][CH3:14])=[C:9]2[C:4]=1[CH2:5][CH2:6][NH:7][CH:8]2[CH:15]([CH3:17])[CH3:16].CCO, predict the reaction product. The product is: [ClH:1].[CH:15]([CH:8]1[C:9]2[C:4](=[CH:3][CH:12]=[CH:11][C:10]=2[O:13][CH3:14])[CH2:5][CH2:6][NH:7]1)([CH3:17])[CH3:16]. (2) The product is: [Br:12][CH2:11][C:3]1[CH:4]=[CH:5][CH:6]=[C:7]([N+:8]([O-:10])=[O:9])[C:2]=1[Cl:1]. Given the reactants [Cl:1][C:2]1[C:7]([N+:8]([O-:10])=[O:9])=[CH:6][CH:5]=[CH:4][C:3]=1[CH3:11].[Br:12]N1C(=O)CCC1=O.C(OOC(=O)C1C=CC=CC=1)(=O)C1C=CC=CC=1, predict the reaction product. (3) Given the reactants [F:1][C:2]1[CH:3]=[C:4]([CH:9]2[C:16]3[CH:15]=[C:14]([C:17]([O:19]C)=[O:18])[NH:13][C:12]=3[CH2:11][CH2:10]2)[CH:5]=[CH:6][C:7]=1[F:8].[OH-].[Li+].O, predict the reaction product. The product is: [F:1][C:2]1[CH:3]=[C:4]([CH:9]2[C:16]3[CH:15]=[C:14]([C:17]([OH:19])=[O:18])[NH:13][C:12]=3[CH2:11][CH2:10]2)[CH:5]=[CH:6][C:7]=1[F:8]. (4) Given the reactants Cl[CH2:2][O:3][C:4]([N:6]1[C@H:11]([CH3:12])[CH2:10][O:9][C@:8]([C:14]2[CH:19]=[C:18]([F:20])[CH:17]=[C:16]([F:21])[CH:15]=2)([OH:13])[C@@H:7]1[CH3:22])=[O:5].[CH:23]1[CH:24]=[C:25]([CH2:28][NH:29][C:30]2[C:35]([C:36]([OH:38])=[O:37])=[CH:34][C:33]([S:39]([NH2:42])(=[O:41])=[O:40])=[C:32]([Cl:43])[CH:31]=2)[O:26][CH:27]=1.[Cs].[I-].[Na+].CCCCCCC, predict the reaction product. The product is: [NH2:42][S:39]([C:33]1[C:32]([Cl:43])=[CH:31][C:30]([NH:29][CH2:28][C:25]2[O:26][CH:27]=[CH:23][CH:24]=2)=[C:35]([CH:34]=1)[C:36]([O:38][CH2:2][O:3][C:4]([N:6]1[C@H:11]([CH3:12])[CH2:10][O:9][C@:8]([C:14]2[CH:19]=[C:18]([F:20])[CH:17]=[C:16]([F:21])[CH:15]=2)([OH:13])[C@@H:7]1[CH3:22])=[O:5])=[O:37])(=[O:41])=[O:40]. (5) Given the reactants [C-:1]#[N:2].[Na+].Br[CH2:5][C:6]1[CH:11]=[CH:10][C:9]([O:12][CH3:13])=[C:8]([O:14][C:15]([F:18])([F:17])[F:16])[CH:7]=1, predict the reaction product. The product is: [CH3:13][O:12][C:9]1[CH:10]=[CH:11][C:6]([CH2:5][C:1]#[N:2])=[CH:7][C:8]=1[O:14][C:15]([F:18])([F:17])[F:16]. (6) Given the reactants [N:1]1[CH:6]=[CH:5][CH:4]=[CH:3][C:2]=1[C:7]1[O:8][C:9]2[CH2:14][CH2:13][N:12]([C:15]3[CH:16]=[C:17](C=C[CH:22]=3)[C:18]#[N:19])[CH2:11][C:10]=2[N:23]=1.BrC1C=C(C=CC=1)C#N, predict the reaction product. The product is: [N:1]1[CH:6]=[CH:5][CH:4]=[CH:3][C:2]=1[C:7]1[O:8][C:9]2[CH2:14][CH2:13][N:12]([C:15]3[CH:22]=[N:19][CH:18]=[CH:17][CH:16]=3)[CH2:11][C:10]=2[N:23]=1. (7) Given the reactants Cl[CH2:2][CH:3]1[O:8][CH2:7][CH2:6][N:5]([CH2:9][C:10]2[CH:15]=[CH:14][CH:13]=[CH:12][CH:11]=2)[CH2:4]1.[NH2:16][CH3:17], predict the reaction product. The product is: [CH3:17][NH:16][CH2:2][CH:3]1[O:8][CH2:7][CH2:6][N:5]([CH2:9][C:10]2[CH:15]=[CH:14][CH:13]=[CH:12][CH:11]=2)[CH2:4]1.